Dataset: Reaction yield outcomes from USPTO patents with 853,638 reactions. Task: Predict the reaction yield, written as a fraction of the theoretical maximum amount of product (1.0 means a 100% yield; for example, 0.34 means a 34% yield). (1) The reactants are [CH3:1][C:2]1[S:6][C:5]([C:7]2[O:8][C:9]3[C:10](=[C:12]([C:16]([OH:18])=O)[CH:13]=[CH:14][CH:15]=3)[N:11]=2)=[CH:4][CH:3]=1.Cl.C(N=C=NCCCN(C)C)C.ON1C2C=CC=CC=2N=N1.Cl.Cl.[NH2:43][C@H:44]1[CH:49]2[CH2:50][CH2:51][N:46]([CH2:47][CH2:48]2)[CH2:45]1.C(N(CC)CC)C. The catalyst is CN(C=O)C.ClCCl. The product is [N:46]12[CH2:51][CH2:50][CH:49]([CH2:48][CH2:47]1)[C@H:44]([NH:43][C:16]([C:12]1[CH:13]=[CH:14][CH:15]=[C:9]3[O:8][C:7]([C:5]4[S:6][C:2]([CH3:1])=[CH:3][CH:4]=4)=[N:11][C:10]=13)=[O:18])[CH2:45]2. The yield is 0.130. (2) The reactants are [CH3:1][O:2][C:3]1[CH:8]=[CH:7][CH:6]=[CH:5][C:4]=1[N:9]1[CH2:14][CH2:13][N:12]([CH2:15][CH2:16][C:17]([C:25]([CH:27]2[CH2:32][CH2:31][CH2:30][CH2:29][CH2:28]2)=[O:26])([C:19]2[CH:24]=[CH:23][CH:22]=[CH:21][CH:20]=2)[CH3:18])[CH2:11][CH2:10]1.[ClH:33].C(OCC)C. The catalyst is CO. The product is [ClH:33].[ClH:33].[CH3:1][O:2][C:3]1[CH:8]=[CH:7][CH:6]=[CH:5][C:4]=1[N:9]1[CH2:10][CH2:11][N:12]([CH2:15][CH2:16][C:17]([C:25]([CH:27]2[CH2:32][CH2:31][CH2:30][CH2:29][CH2:28]2)=[O:26])([C:19]2[CH:20]=[CH:21][CH:22]=[CH:23][CH:24]=2)[CH3:18])[CH2:13][CH2:14]1. The yield is 0.760. (3) The reactants are [C:1]([NH:4][C:5]([CH2:16][CH2:17][CH2:18][C:19]([CH3:24])([N+:21]([O-:23])=[O:22])[CH3:20])(C(OCC)=O)[C:6]([O:8]CC)=[O:7])(=[O:3])[CH3:2].[OH-].[K+].Cl. The catalyst is C(O)C.O. The product is [C:1]([NH:4][CH:5]([CH2:16][CH2:17][CH2:18][C:19]([CH3:24])([N+:21]([O-:23])=[O:22])[CH3:20])[C:6]([OH:8])=[O:7])(=[O:3])[CH3:2]. The yield is 0.720. (4) The reactants are [C:1]([C:5]1[CH:9]=[C:8]([NH:10][C:11]([NH:13][C@@H:14]2[C:23]3[C:18](=[CH:19][CH:20]=[CH:21][CH:22]=3)[C@H:17]([O:24][C:25]3[CH:26]=[CH:27][C:28]4[N:29]([C:31]([C@@H:34]5[CH2:38][CH2:37][CH2:36][N:35]5[CH3:39])=[N:32][N:33]=4)[CH:30]=3)[CH2:16][CH2:15]2)=[O:12])[N:7]([C:40]2[CH:41]=[C:42]([CH:49]=[CH:50][CH:51]=2)[CH2:43][O:44]S(C)(=O)=O)[N:6]=1)([CH3:4])([CH3:3])[CH3:2].[CH3:52][N:53]1[CH2:58][CH2:57][NH:56][CH2:55][CH2:54]1.[CH2:59]1C[O:62]CC1. The catalyst is C(Cl)Cl. The product is [CH:43]([OH:44])=[O:62].[C:1]([C:5]1[CH:9]=[C:8]([NH:10][C:11]([NH:13][C@@H:14]2[C:23]3[C:18](=[CH:19][CH:20]=[CH:21][CH:22]=3)[C@H:17]([O:24][C:25]3[CH:26]=[CH:27][C:28]4[N:29]([C:31]([C@@H:34]5[CH2:38][CH2:37][CH2:36][N:35]5[CH3:39])=[N:32][N:33]=4)[CH:30]=3)[CH2:16][CH2:15]2)=[O:12])[N:7]([C:40]2[CH:41]=[CH:42][CH:49]=[C:50]([CH2:52][N:53]3[CH2:58][CH2:57][N:56]([CH3:59])[CH2:55][CH2:54]3)[CH:51]=2)[N:6]=1)([CH3:2])([CH3:3])[CH3:4]. The yield is 0.270. (5) The reactants are C([O:3][C:4]([CH2:6][CH2:7][CH2:8][CH2:9][O:10][C:11]1[CH:12]=[N:13][C:14]([N:17]2[CH2:22][CH2:21][CH:20]([C:23]3[C:32]([CH:33]([F:44])[C:34]4[CH:39]=[CH:38][C:37]([C:40]([F:43])([F:42])[F:41])=[CH:36][CH:35]=4)=[C:31]([CH:45]4[CH2:50][CH2:49][C:48]([F:52])([F:51])[CH2:47][CH2:46]4)[C:30]4[CH:29]([OH:53])[CH2:28][C:27]([CH3:55])([CH3:54])[CH2:26][C:25]=4[N:24]=3)[CH2:19][CH2:18]2)=[N:15][CH:16]=1)=[O:5])C.O1CCCC1.[OH-].[Na+].Cl. The catalyst is C(O)C. The product is [C:4]([CH2:6][CH2:7][CH2:8][CH2:9][O:10][C:11]1[CH:16]=[N:15][C:14]([N:17]2[CH2:22][CH2:21][CH:20]([C:23]3[C:32]([CH:33]([F:44])[C:34]4[CH:35]=[CH:36][C:37]([C:40]([F:41])([F:42])[F:43])=[CH:38][CH:39]=4)=[C:31]([CH:45]4[CH2:46][CH2:47][C:48]([F:52])([F:51])[CH2:49][CH2:50]4)[C:30]4[CH:29]([OH:53])[CH2:28][C:27]([CH3:55])([CH3:54])[CH2:26][C:25]=4[N:24]=3)[CH2:19][CH2:18]2)=[N:13][CH:12]=1)([OH:5])=[O:3]. The yield is 0.640. (6) The reactants are C[O:2][C:3]([C:5]1([C:8]2[CH:9]=[CH:10][C:11]3[O:15][C:14](=[O:16])[NH:13][C:12]=3[CH:17]=2)[CH2:7][CH2:6]1)=[O:4].O[Li].O. The catalyst is CO.O. The product is [O:16]=[C:14]1[NH:13][C:12]2[CH:17]=[C:8]([C:5]3([C:3]([OH:4])=[O:2])[CH2:7][CH2:6]3)[CH:9]=[CH:10][C:11]=2[O:15]1. The yield is 0.840. (7) The reactants are [CH3:1][C:2]1[C:10]2[C:9](=[O:11])[CH2:8][C:7]([CH3:13])([CH3:12])[CH2:6][C:5]=2[NH:4][CH:3]=1.[H-].[Na+].BrC[CH2:18][C:19]1[CH:28]=[CH:27][C:22]([C:23]([O:25][CH3:26])=[O:24])=[CH:21][CH:20]=1. The catalyst is CN(C=O)C. The product is [CH3:1][C:2]1[C:10]2[C:9](=[O:11])[CH2:8][C:7]([CH3:13])([CH3:12])[CH2:6][C:5]=2[N:4]([CH2:18][C:19]2[CH:28]=[CH:27][C:22]([C:23]([O:25][CH3:26])=[O:24])=[CH:21][CH:20]=2)[CH:3]=1. The yield is 0.340. (8) The reactants are [CH3:1][O:2][C:3]1[CH:4]=[C:5]2[C:10](=[CH:11][CH:12]=1)[N+:9]([O-])=[CH:8][CH:7]=[CH:6]2.CC(OC(C)=O)=[O:16]. No catalyst specified. The product is [CH3:1][O:2][C:3]1[CH:4]=[C:5]2[C:10](=[CH:11][CH:12]=1)[N:9]=[C:8]([OH:16])[CH:7]=[CH:6]2. The yield is 0.670. (9) The reactants are [S:1]1[CH:5]=[N:4][N:3]=[C:2]1[NH:6][S:7]([C:10]1[CH:15]=[CH:14][C:13]([NH:16]C(=O)C)=[CH:12][CH:11]=1)(=[O:9])=[O:8].C([O-])([O-])=O.[Na+].[Na+]. The catalyst is Cl. The product is [NH2:16][C:13]1[CH:14]=[CH:15][C:10]([S:7]([NH:6][C:2]2[S:1][CH:5]=[N:4][N:3]=2)(=[O:9])=[O:8])=[CH:11][CH:12]=1. The yield is 0.490.